This data is from NCI-60 drug combinations with 297,098 pairs across 59 cell lines. The task is: Regression. Given two drug SMILES strings and cell line genomic features, predict the synergy score measuring deviation from expected non-interaction effect. (1) Drug 1: CN(C)C1=NC(=NC(=N1)N(C)C)N(C)C. Drug 2: C1=CC(=CC=C1CC(C(=O)O)N)N(CCCl)CCCl.Cl. Cell line: SK-MEL-28. Synergy scores: CSS=-0.0475, Synergy_ZIP=1.69, Synergy_Bliss=5.67, Synergy_Loewe=-0.592, Synergy_HSA=-0.126. (2) Drug 1: C1=C(C(=O)NC(=O)N1)F. Drug 2: CC(C)CN1C=NC2=C1C3=CC=CC=C3N=C2N. Cell line: SK-OV-3. Synergy scores: CSS=30.1, Synergy_ZIP=11.7, Synergy_Bliss=10.2, Synergy_Loewe=8.49, Synergy_HSA=8.86. (3) Drug 1: C1=C(C(=O)NC(=O)N1)N(CCCl)CCCl. Drug 2: CC=C1C(=O)NC(C(=O)OC2CC(=O)NC(C(=O)NC(CSSCCC=C2)C(=O)N1)C(C)C)C(C)C. Cell line: SF-539. Synergy scores: CSS=81.9, Synergy_ZIP=0.0752, Synergy_Bliss=-3.28, Synergy_Loewe=-6.28, Synergy_HSA=0.153. (4) Drug 1: CC1=CC=C(C=C1)C2=CC(=NN2C3=CC=C(C=C3)S(=O)(=O)N)C(F)(F)F. Drug 2: N.N.Cl[Pt+2]Cl. Cell line: K-562. Synergy scores: CSS=6.93, Synergy_ZIP=-3.46, Synergy_Bliss=-4.05, Synergy_Loewe=-29.1, Synergy_HSA=-9.98. (5) Drug 1: CC1C(C(CC(O1)OC2CC(CC3=C2C(=C4C(=C3O)C(=O)C5=C(C4=O)C(=CC=C5)OC)O)(C(=O)C)O)N)O.Cl. Drug 2: C1=CN(C=N1)CC(O)(P(=O)(O)O)P(=O)(O)O. Cell line: NCI-H522. Synergy scores: CSS=-0.886, Synergy_ZIP=-6.83, Synergy_Bliss=-14.8, Synergy_Loewe=-13.4, Synergy_HSA=-13.5. (6) Drug 1: CC1C(C(CC(O1)OC2CC(OC(C2O)C)OC3=CC4=CC5=C(C(=O)C(C(C5)C(C(=O)C(C(C)O)O)OC)OC6CC(C(C(O6)C)O)OC7CC(C(C(O7)C)O)OC8CC(C(C(O8)C)O)(C)O)C(=C4C(=C3C)O)O)O)O. Drug 2: C(CN)CNCCSP(=O)(O)O. Cell line: MDA-MB-435. Synergy scores: CSS=42.0, Synergy_ZIP=1.22, Synergy_Bliss=2.25, Synergy_Loewe=-21.6, Synergy_HSA=0.533. (7) Drug 1: CN(C)C1=NC(=NC(=N1)N(C)C)N(C)C. Drug 2: C1=NNC2=C1C(=O)NC=N2. Cell line: HCT-15. Synergy scores: CSS=-0.458, Synergy_ZIP=1.51, Synergy_Bliss=4.10, Synergy_Loewe=-0.866, Synergy_HSA=-0.673.